This data is from CYP3A4 inhibition data for predicting drug metabolism from PubChem BioAssay. The task is: Regression/Classification. Given a drug SMILES string, predict its absorption, distribution, metabolism, or excretion properties. Task type varies by dataset: regression for continuous measurements (e.g., permeability, clearance, half-life) or binary classification for categorical outcomes (e.g., BBB penetration, CYP inhibition). Dataset: cyp3a4_veith. (1) The compound is CCOc1cc(NC(=S)Nc2cccc(OC)c2)c(OCC)cc1NC(=O)c1ccc(C)cc1. The result is 1 (inhibitor). (2) The compound is COc1ccc(-c2nc3cnc(N4CCN(C)CC4)nc3n(Cc3cccc(OC)c3)c2=O)cc1. The result is 0 (non-inhibitor). (3) The compound is O=C(Nc1cccc(F)c1)N1CCCC2(CCN(C(=O)Oc3ccccc3)CC2)C1. The result is 1 (inhibitor). (4) The drug is CC(=O)OCC1=C(C(=O)[O-])N2C(=O)[C@@H](NC(=O)Cc3cccs3)[C@@H]2SC1.[Na+]. The result is 0 (non-inhibitor). (5) The drug is CN(C)Cc1ccccc1-c1ccc2ncnc(NC3CC3)c2c1. The result is 1 (inhibitor). (6) The molecule is CCCC[C@H](CC)CN1CN(C[C@@H](CC)CCCC)CC(C)(N)C1. The result is 0 (non-inhibitor). (7) The molecule is O=C(Nc1cccc2nsnc12)c1ccc(-c2cccc(Cl)c2)o1. The result is 0 (non-inhibitor).